This data is from TCR-epitope binding with 47,182 pairs between 192 epitopes and 23,139 TCRs. The task is: Binary Classification. Given a T-cell receptor sequence (or CDR3 region) and an epitope sequence, predict whether binding occurs between them. The epitope is SLYNTVATL. The TCR CDR3 sequence is CASSLGHRSGNTIYF. Result: 0 (the TCR does not bind to the epitope).